This data is from Peptide-MHC class I binding affinity with 185,985 pairs from IEDB/IMGT. The task is: Regression. Given a peptide amino acid sequence and an MHC pseudo amino acid sequence, predict their binding affinity value. This is MHC class I binding data. (1) The peptide sequence is RTYSLLNRK. The MHC is HLA-A24:03 with pseudo-sequence HLA-A24:03. The binding affinity (normalized) is 0.0847. (2) The peptide sequence is KHYWDAIRF. The MHC is Mamu-B52 with pseudo-sequence Mamu-B52. The binding affinity (normalized) is 0.502. (3) The peptide sequence is VPSGDVVRF. The MHC is HLA-A01:01 with pseudo-sequence HLA-A01:01. The binding affinity (normalized) is 0.0847. (4) The peptide sequence is RDRTIAWTVI. The MHC is Mamu-A11 with pseudo-sequence Mamu-A11. The binding affinity (normalized) is 0.560. (5) The peptide sequence is DIPTFNSLNT. The MHC is HLA-A02:02 with pseudo-sequence HLA-A02:02. The binding affinity (normalized) is 0.296.